From a dataset of Reaction yield outcomes from USPTO patents with 853,638 reactions. Predict the reaction yield, written as a fraction of the theoretical maximum amount of product (1.0 means a 100% yield; for example, 0.34 means a 34% yield). (1) The reactants are Cl[C:2]1[N:7]=[C:6]([NH:8][C:9]2[CH:13]=[C:12]([CH:14]3[CH2:16][CH2:15]3)[NH:11][N:10]=2)[C:5]([Cl:17])=[CH:4][N:3]=1.[Br:18][C:19]1[CH:20]=[CH:21][C:22]([C@@H:25]([NH2:27])[CH3:26])=[N:23][CH:24]=1.CCN(C(C)C)C(C)C. The yield is 0.680. The catalyst is CCCCO. The product is [Br:18][C:19]1[CH:20]=[CH:21][C:22]([C@@H:25]([NH:27][C:2]2[N:7]=[C:6]([NH:8][C:9]3[CH:13]=[C:12]([CH:14]4[CH2:16][CH2:15]4)[NH:11][N:10]=3)[C:5]([Cl:17])=[CH:4][N:3]=2)[CH3:26])=[N:23][CH:24]=1. (2) The yield is 0.560. The catalyst is CN(C)C=O. The reactants are [Br:1][C:2]1[CH:3]=[C:4]2[C:8](=[CH:9][CH:10]=1)[NH:7][N:6]=[C:5]2[C:11]([OH:13])=O.CN.Cl.[CH3:17][N:18](C)CCCN=C=NCC.O.ON1C2C=CC=CC=2N=N1.CN1CCOCC1. The product is [Br:1][C:2]1[CH:3]=[C:4]2[C:8](=[CH:9][CH:10]=1)[NH:7][N:6]=[C:5]2[C:11]([NH:18][CH3:17])=[O:13]. (3) The reactants are [C:1]([O:5][C:6]([NH:8][C:9]1[S:10][CH:11]=[C:12]([C:14](=[O:18])[C:15]([OH:17])=O)[N:13]=1)=[O:7])([CH3:4])([CH3:3])[CH3:2].CN(C(ON1N=NC2C=CC=NC1=2)=[N+](C)C)C.F[P-](F)(F)(F)(F)F.CCN(C(C)C)C(C)C.[N:52]1([CH2:57][C@H:58]2[NH:61][C:60](=[O:62])[C@H:59]2[NH2:63])[CH:56]=[N:55][CH:54]=[N:53]1. The catalyst is C(Cl)Cl.CN(C=O)C.CN(C=O)C. The product is [N:52]1([CH2:57][C@@H:58]2[C@H:59]([NH:63][C:15](=[O:17])[C:14]([C:12]3[N:13]=[C:9]([NH:8][C:6](=[O:7])[O:5][C:1]([CH3:2])([CH3:3])[CH3:4])[S:10][CH:11]=3)=[O:18])[C:60](=[O:62])[NH:61]2)[CH:56]=[N:55][CH:54]=[N:53]1. The yield is 0.680. (4) The reactants are [CH:1]1(I)[CH2:6][CH2:5][CH2:4][CH2:3][CH2:2]1.[Cl-].[Li+].[Cu](C#N)C#N.[C:15]([O:19][CH3:20])(=[O:18])[C:16]#[CH:17].[I:21]I. The catalyst is O1CCCC1.[Zn].BrCCBr.C[Si](Cl)(C)C. The product is [CH3:20][O:19][C:15](=[O:18])/[C:16](/[I:21])=[CH:17]\[CH:1]1[CH2:6][CH2:5][CH2:4][CH2:3][CH2:2]1. The yield is 0.990. (5) The reactants are [F:1][C:2]1[CH:7]=[CH:6][C:5](Br)=[CH:4][CH:3]=1.[C:9]1(B(O)O)[CH:14]=[CH:13][CH:12]=[CH:11][CH:10]=1. No catalyst specified. The product is [F:1][C:2]1[CH:7]=[CH:6][C:5]([C:9]2[CH:14]=[CH:13][CH:12]=[CH:11][CH:10]=2)=[CH:4][CH:3]=1. The yield is 0.930.